Dataset: Catalyst prediction with 721,799 reactions and 888 catalyst types from USPTO. Task: Predict which catalyst facilitates the given reaction. (1) Reactant: C(O)(=O)C.[CH3:5][CH:6]1[C:15]2[CH2:14][O:13][CH:12]=[CH:11][C:10]3=[CH:16][CH:17]([CH2:19][NH2:20])[O:18][B:8]([C:9]=23)[O:7]1.C(N(CC)CC)C.[C:28](O[C:28]([O:30][C:31]([CH3:34])([CH3:33])[CH3:32])=[O:29])([O:30][C:31]([CH3:34])([CH3:33])[CH3:32])=[O:29]. Product: [CH3:5][CH:6]1[C:15]2[CH2:14][O:13][CH:12]=[CH:11][C:10]3=[CH:16][CH:17]([CH2:19][NH:20][C:28](=[O:29])[O:30][C:31]([CH3:34])([CH3:33])[CH3:32])[O:18][B:8]([C:9]=23)[O:7]1. The catalyst class is: 4. (2) Reactant: Cl.CN(C)CCCN=C=NCC.O.ON1C2C=CC=CC=2N=N1.[CH3:24][O:25][C:26]1[CH:27]=[C:28]([N:34]2[CH2:39][CH2:38][NH:37][CH2:36][CH2:35]2)[CH:29]=[C:30]([O:32][CH3:33])[CH:31]=1.[CH3:40][C:41]1[NH:42][C:43]([C:49]2[CH:54]=[CH:53][CH:52]=[CH:51][CH:50]=2)=[C:44]([C:46](O)=[O:47])[N:45]=1. Product: [CH3:24][O:25][C:26]1[CH:27]=[C:28]([N:34]2[CH2:35][CH2:36][N:37]([C:46]([C:44]3[NH:45][C:41]([CH3:40])=[N:42][C:43]=3[C:49]3[CH:50]=[CH:51][CH:52]=[CH:53][CH:54]=3)=[O:47])[CH2:38][CH2:39]2)[CH:29]=[C:30]([O:32][CH3:33])[CH:31]=1. The catalyst class is: 46.